This data is from Catalyst prediction with 721,799 reactions and 888 catalyst types from USPTO. The task is: Predict which catalyst facilitates the given reaction. (1) Reactant: CCN(C(C)C)C(C)C.OC(C(F)(F)F)=O.[NH2:17][CH2:18][C:19]([N:21]1[CH2:26][CH2:25][N:24]([C:27](=[O:38])[C:28]2[CH:33]=[CH:32][CH:31]=[CH:30][C:29]=2[C:34]([F:37])([F:36])[F:35])[CH2:23][CH2:22]1)=[O:20].C1C=CC2N(O)N=NC=2C=1.CCN=C=NCCCN(C)C.[F:60][C:61]([F:77])([F:76])[C:62]1[CH:63]=[C:64]([C:68]2[O:72][C:71]([C:73](O)=[O:74])=[CH:70][CH:69]=2)[CH:65]=[CH:66][CH:67]=1. Product: [O:20]=[C:19]([N:21]1[CH2:22][CH2:23][N:24]([C:27](=[O:38])[C:28]2[CH:33]=[CH:32][CH:31]=[CH:30][C:29]=2[C:34]([F:37])([F:35])[F:36])[CH2:25][CH2:26]1)[CH2:18][NH:17][C:73]([C:71]1[O:72][C:68]([C:64]2[CH:65]=[CH:66][CH:67]=[C:62]([C:61]([F:77])([F:60])[F:76])[CH:63]=2)=[CH:69][CH:70]=1)=[O:74]. The catalyst class is: 18. (2) Reactant: F[C:2]1[CH:7]=[C:6]([I:8])[C:5]([CH3:9])=[CH:4][N:3]=1.[O:10]1[CH2:15][CH2:14][N:13]([C:16]2[CH:22]=[CH:21][C:19]([NH2:20])=[CH:18][CH:17]=2)[CH2:12][CH2:11]1.Cl.O1CCOCC1. Product: [I:8][C:6]1[C:5]([CH3:9])=[CH:4][N:3]=[C:2]([NH:20][C:19]2[CH:18]=[CH:17][C:16]([N:13]3[CH2:14][CH2:15][O:10][CH2:11][CH2:12]3)=[CH:22][CH:21]=2)[CH:7]=1. The catalyst class is: 6.